Regression. Given two drug SMILES strings and cell line genomic features, predict the synergy score measuring deviation from expected non-interaction effect. From a dataset of NCI-60 drug combinations with 297,098 pairs across 59 cell lines. (1) Drug 1: C1CN1P(=S)(N2CC2)N3CC3. Drug 2: C(CC(=O)O)C(=O)CN.Cl. Cell line: HOP-62. Synergy scores: CSS=18.7, Synergy_ZIP=-3.06, Synergy_Bliss=-0.180, Synergy_Loewe=-14.3, Synergy_HSA=0.519. (2) Drug 1: CC1C(C(CC(O1)OC2CC(CC3=C2C(=C4C(=C3O)C(=O)C5=C(C4=O)C(=CC=C5)OC)O)(C(=O)CO)O)N)O.Cl. Drug 2: CN(C)N=NC1=C(NC=N1)C(=O)N. Cell line: RPMI-8226. Synergy scores: CSS=47.3, Synergy_ZIP=-3.40, Synergy_Bliss=-1.65, Synergy_Loewe=4.12, Synergy_HSA=4.85. (3) Drug 1: CC1=C(C=C(C=C1)NC(=O)C2=CC=C(C=C2)CN3CCN(CC3)C)NC4=NC=CC(=N4)C5=CN=CC=C5. Drug 2: C(CCl)NC(=O)N(CCCl)N=O. Cell line: OVCAR-8. Synergy scores: CSS=2.85, Synergy_ZIP=2.91, Synergy_Bliss=7.18, Synergy_Loewe=0.536, Synergy_HSA=0.703. (4) Drug 1: C1=CC=C(C(=C1)C(C2=CC=C(C=C2)Cl)C(Cl)Cl)Cl. Drug 2: CCN(CC)CCCC(C)NC1=C2C=C(C=CC2=NC3=C1C=CC(=C3)Cl)OC. Cell line: SK-MEL-28. Synergy scores: CSS=1.03, Synergy_ZIP=-1.50, Synergy_Bliss=-1.72, Synergy_Loewe=-1.80, Synergy_HSA=-0.374. (5) Drug 1: CN(CCCl)CCCl.Cl. Drug 2: C1CN(P(=O)(OC1)NCCCl)CCCl. Cell line: A498. Synergy scores: CSS=6.87, Synergy_ZIP=-1.95, Synergy_Bliss=0.666, Synergy_Loewe=-3.97, Synergy_HSA=-0.245. (6) Drug 2: COC1=C(C=C2C(=C1)N=CN=C2NC3=CC(=C(C=C3)F)Cl)OCCCN4CCOCC4. Cell line: NCIH23. Synergy scores: CSS=2.56, Synergy_ZIP=0.297, Synergy_Bliss=0.113, Synergy_Loewe=0.512, Synergy_HSA=-1.16. Drug 1: CC1C(C(CC(O1)OC2CC(CC3=C2C(=C4C(=C3O)C(=O)C5=C(C4=O)C(=CC=C5)OC)O)(C(=O)CO)O)N)O.Cl.